Dataset: NCI-60 drug combinations with 297,098 pairs across 59 cell lines. Task: Regression. Given two drug SMILES strings and cell line genomic features, predict the synergy score measuring deviation from expected non-interaction effect. (1) Cell line: SNB-19. Drug 1: CN(C)N=NC1=C(NC=N1)C(=O)N. Drug 2: C1=CN(C=N1)CC(O)(P(=O)(O)O)P(=O)(O)O. Synergy scores: CSS=-5.99, Synergy_ZIP=0.0435, Synergy_Bliss=-2.02, Synergy_Loewe=-7.07, Synergy_HSA=-5.01. (2) Drug 1: CC1C(C(CC(O1)OC2CC(OC(C2O)C)OC3=CC4=CC5=C(C(=O)C(C(C5)C(C(=O)C(C(C)O)O)OC)OC6CC(C(C(O6)C)O)OC7CC(C(C(O7)C)O)OC8CC(C(C(O8)C)O)(C)O)C(=C4C(=C3C)O)O)O)O. Drug 2: C(=O)(N)NO. Cell line: A498. Synergy scores: CSS=31.9, Synergy_ZIP=3.57, Synergy_Bliss=4.35, Synergy_Loewe=-31.1, Synergy_HSA=1.90. (3) Drug 1: CC12CCC(CC1=CCC3C2CCC4(C3CC=C4C5=CN=CC=C5)C)O. Drug 2: CC1CCC2CC(C(=CC=CC=CC(CC(C(=O)C(C(C(=CC(C(=O)CC(OC(=O)C3CCCCN3C(=O)C(=O)C1(O2)O)C(C)CC4CCC(C(C4)OC)O)C)C)O)OC)C)C)C)OC. Cell line: A498. Synergy scores: CSS=30.5, Synergy_ZIP=6.45, Synergy_Bliss=9.97, Synergy_Loewe=-10.4, Synergy_HSA=8.30. (4) Drug 1: CCCS(=O)(=O)NC1=C(C(=C(C=C1)F)C(=O)C2=CNC3=C2C=C(C=N3)C4=CC=C(C=C4)Cl)F. Synergy scores: CSS=40.0, Synergy_ZIP=-0.808, Synergy_Bliss=-3.50, Synergy_Loewe=-24.1, Synergy_HSA=-2.73. Cell line: MALME-3M. Drug 2: CN(C(=O)NC(C=O)C(C(C(CO)O)O)O)N=O.